Dataset: Forward reaction prediction with 1.9M reactions from USPTO patents (1976-2016). Task: Predict the product of the given reaction. (1) The product is: [C:1]([O:5][C:6]([N:8]1[CH2:9][C@@H:10]([C:23](=[O:33])[NH:24][C:25]2[CH:30]=[CH:29][CH:28]=[C:27]([C:31]#[N:32])[CH:26]=2)[C@H:11]([C:13]2[CH:18]=[CH:17][CH:16]=[C:15]([C:19]([OH:21])=[O:20])[CH:14]=2)[CH2:12]1)=[O:7])([CH3:4])([CH3:2])[CH3:3]. Given the reactants [C:1]([O:5][C:6]([N:8]1[CH2:12][C@@H:11]([C:13]2[CH:18]=[CH:17][CH:16]=[C:15]([C:19]([O:21]C)=[O:20])[CH:14]=2)[C@H:10]([C:23](=[O:33])[NH:24][C:25]2[CH:30]=[CH:29][CH:28]=[C:27]([C:31]#[N:32])[CH:26]=2)[CH2:9]1)=[O:7])([CH3:4])([CH3:3])[CH3:2], predict the reaction product. (2) The product is: [CH3:1][O:2][C:3](=[O:18])[C:4]1[CH:5]=[CH:6][C:7]([CH2:10][CH:11]2[S:15][C:14](=[O:16])[NH:13][C:12]2=[O:17])=[CH:8][CH:9]=1. Given the reactants [CH3:1][O:2][C:3](=[O:18])[C:4]1[CH:9]=[CH:8][C:7]([CH:10]=[C:11]2[S:15][C:14](=[O:16])[NH:13][C:12]2=[O:17])=[CH:6][CH:5]=1, predict the reaction product. (3) The product is: [CH2:36]([C:28]1([C:31]([O:33][CH2:34][CH3:35])=[O:32])[CH2:29][CH2:30][N:25]([C:22]2[N:23]=[CH:24][C:19]([C:6]3[CH:5]=[C:4]([CH2:3][O:2][CH3:1])[C:12]4[S:11][C:10]([NH:13][C:14](=[O:18])[NH:15][CH2:16][CH3:17])=[N:9][C:8]=4[CH:7]=3)=[CH:20][N:21]=2)[CH2:26][CH2:27]1)[CH3:37]. Given the reactants [CH3:1][O:2][CH:3](OC)[C:4]1[C:12]2[S:11][C:10]([NH:13][C:14](=[O:18])[NH:15][CH2:16][CH3:17])=[N:9][C:8]=2[CH:7]=[C:6]([C:19]2[CH:20]=[N:21][C:22]([N:25]3[CH2:30][CH2:29][C:28]([CH2:36][CH3:37])([C:31]([O:33][CH2:34][CH3:35])=[O:32])[CH2:27][CH2:26]3)=[N:23][CH:24]=2)[CH:5]=1.[SiH](CC)(CC)CC, predict the reaction product. (4) Given the reactants [OH:1]OS([O-])=O.[K+].[NH:7]1[C:15]2[C:10](=[C:11]([C:16]3[N:17]=[C:18]([N:36]4[CH2:41][CH2:40][O:39][CH2:38][CH2:37]4)[C:19]4[S:24][C:23]([C:25]5[CH:26]=[C:27]([S:31][CH2:32][C@H:33]([OH:35])[CH3:34])[CH:28]=[CH:29][CH:30]=5)=[CH:22][C:20]=4[N:21]=3)[CH:12]=[CH:13][CH:14]=2)[CH:9]=[N:8]1.[OH2:42], predict the reaction product. The product is: [NH:7]1[C:15]2[C:10](=[C:11]([C:16]3[N:17]=[C:18]([N:36]4[CH2:41][CH2:40][O:39][CH2:38][CH2:37]4)[C:19]4[S:24][C:23]([C:25]5[CH:26]=[C:27]([S:31]([CH2:32][C@H:33]([OH:35])[CH3:34])(=[O:1])=[O:42])[CH:28]=[CH:29][CH:30]=5)=[CH:22][C:20]=4[N:21]=3)[CH:12]=[CH:13][CH:14]=2)[CH:9]=[N:8]1. (5) Given the reactants [CH:1]1([O:6][C:7]2[CH:8]=[C:9]([CH:15]([N:20]3[C:28](=[O:29])[C:27]4[C:22](=[CH:23][CH:24]=[CH:25][C:26]=4[NH2:30])C3=O)[CH2:16][C:17](=[O:19])[CH3:18])[CH:10]=[CH:11][C:12]=2[O:13][CH3:14])[CH2:5][CH2:4][CH2:3][CH2:2]1.[CH3:32]OC1CCC(OC)O1.[C:41]([OH:44])(=O)[CH3:42].Cl[CH2:46][CH2:47]Cl, predict the reaction product. The product is: [CH:1]1([O:6][C:7]2[CH:8]=[C:9]([CH:15]([N:20]3[C:41](=[O:44])[C:42]4[C:27](=[CH:22][CH:23]=[CH:24][C:25]=4[C:26]4[NH:30][CH:32]=[CH:46][CH:47]=4)[C:28]3=[O:29])[CH2:16][C:17](=[O:19])[CH3:18])[CH:10]=[CH:11][C:12]=2[O:13][CH3:14])[CH2:2][CH2:3][CH2:4][CH2:5]1. (6) Given the reactants [C:1]([O:5][C:6]([N:8]1[CH2:12][C@@H:11]([NH:13][C:14]([O:16][C:17]([CH3:20])([CH3:19])[CH3:18])=[O:15])[CH2:10][C@@H:9]1[CH2:21][C:22]#[CH:23])=[O:7])([CH3:4])([CH3:3])[CH3:2].[CH2:24]([O:26][C:27]([C:29]1[C:38](=[O:39])[C:37]2[C:32](=[C:33](OS(C(F)(F)F)(=O)=O)[C:34]([F:41])=[C:35]([F:40])[CH:36]=2)[N:31]([CH:50]2[CH2:52][CH2:51]2)[CH:30]=1)=[O:28])[CH3:25].C1(P(C2C=CC=CC=2)C2C=CC=CC=2)C=CC=CC=1.C(N(CC)C(C)C)(C)C, predict the reaction product. The product is: [CH2:24]([O:26][C:27]([C:29]1[C:38](=[O:39])[C:37]2[C:32](=[C:33]([C:23]#[C:22][CH2:21][C@H:9]3[CH2:10][C@H:11]([NH:13][C:14]([O:16][C:17]([CH3:20])([CH3:19])[CH3:18])=[O:15])[CH2:12][N:8]3[C:6]([O:5][C:1]([CH3:4])([CH3:3])[CH3:2])=[O:7])[C:34]([F:41])=[C:35]([F:40])[CH:36]=2)[N:31]([CH:50]2[CH2:51][CH2:52]2)[CH:30]=1)=[O:28])[CH3:25]. (7) The product is: [CH2:1]([C:3]1[N:7]([CH3:8])[C:6]2[CH:9]=[C:10]([N:13]3[CH:18]=[CH:17][C:16]([O:19][CH2:28][C:25]4[S:26][CH:27]=[C:23]([C:22]([F:31])([F:30])[F:21])[N:24]=4)=[CH:15][C:14]3=[O:20])[CH:11]=[CH:12][C:5]=2[N:4]=1)[CH3:2]. Given the reactants [CH2:1]([C:3]1[N:7]([CH3:8])[C:6]2[CH:9]=[C:10]([N:13]3[CH:18]=[CH:17][C:16]([OH:19])=[CH:15][C:14]3=[O:20])[CH:11]=[CH:12][C:5]=2[N:4]=1)[CH3:2].[F:21][C:22]([F:31])([F:30])[C:23]1[N:24]=[C:25]([CH2:28]O)[S:26][CH:27]=1.C1(P(C2C=CC=CC=2)C2C=CC=CC=2)C=CC=CC=1.N(C(OCCOC)=O)=NC(OCCOC)=O, predict the reaction product. (8) Given the reactants [C:1]([O:5][C:6]([N:8]1[CH2:13][C@@H:12]([C:14](=[O:37])[NH:15][CH2:16][C:17]2([CH2:31][CH2:32][CH2:33][CH2:34][O:35][CH3:36])[C:30]3[CH:29]=[CH:28][CH:27]=[CH:26][C:25]=3[O:24][C:23]3[C:18]2=[CH:19][CH:20]=[CH:21][CH:22]=3)[CH2:11][C@@H:10]([C:38]([OH:40])=O)[CH2:9]1)=[O:7])([CH3:4])([CH3:3])[CH3:2].[CH:41]1([NH:44][CH2:45][CH2:46][CH:47]([CH3:49])[CH3:48])[CH2:43][CH2:42]1, predict the reaction product. The product is: [C:1]([O:5][C:6]([N:8]1[CH2:13][C@@H:12]([C:14](=[O:37])[NH:15][CH2:16][C:17]2([CH2:31][CH2:32][CH2:33][CH2:34][O:35][CH3:36])[C:18]3[CH:19]=[CH:20][CH:21]=[CH:22][C:23]=3[O:24][C:25]3[C:30]2=[CH:29][CH:28]=[CH:27][CH:26]=3)[CH2:11][C@@H:10]([C:38](=[O:40])[N:44]([CH:41]2[CH2:43][CH2:42]2)[CH2:45][CH2:46][CH:47]([CH3:49])[CH3:48])[CH2:9]1)=[O:7])([CH3:2])([CH3:4])[CH3:3]. (9) Given the reactants Br[C:2]1[CH:7]=[CH:6][C:5]([S:8]([NH:11][CH2:12][CH2:13][CH3:14])(=[O:10])=[O:9])=[C:4]([O:15][C:16]([F:19])([F:18])[F:17])[CH:3]=1.[C:20]([C:22]1[N:26]([CH3:27])[C:25](B(O)O)=[CH:24][CH:23]=1)#[N:21].[F-].[K+].C(P(C(C)(C)C)C(C)(C)C)(C)(C)C, predict the reaction product. The product is: [C:20]([C:22]1[N:26]([CH3:27])[C:25]([C:2]2[CH:7]=[CH:6][C:5]([S:8]([NH:11][CH2:12][CH2:13][CH3:14])(=[O:10])=[O:9])=[C:4]([O:15][C:16]([F:19])([F:18])[F:17])[CH:3]=2)=[CH:24][CH:23]=1)#[N:21]. (10) Given the reactants [OH:1][C:2]1[C:7]2[C@@:8]3([OH:46])[C@@:21]([O:25][CH3:26])([C@H:22]([OH:24])[CH2:23][C:6]=2[CH:5]=[C:4]([CH3:47])[C:3]=1[C:48]([O:50][CH3:51])=[O:49])[C:20](=[O:27])[C:19]1[C:10](=[CH:11][C:12]2[C:13](=[O:44])[C:14]([NH:30][C@@H:31]4[C@H:36]([O:37][CH3:38])[C:35](=[N:39][OH:40])[C@@H:34]([O:41][CH3:42])[C@H:33]([CH3:43])[O:32]4)=[CH:15][C:16](=[O:29])[C:17]=2[C:18]=1[OH:28])[C:9]3=[O:45].[N:52]1C=CC=[CH:54][CH:53]=1, predict the reaction product. The product is: [NH2:52][CH2:53][CH2:54][O:40]/[N:39]=[C:35]1\[C@@H:36]([O:37][CH3:38])[C@@H:31]([NH:30][C:14]2[C:13](=[O:44])[C:12]3[CH:11]=[C:10]4[C:19]([C:20](=[O:27])[C@@:21]5([O:25][CH3:26])[C@@:8]([OH:46])([C:9]4=[O:45])[C:7]4[C:2]([OH:1])=[C:3]([C:48]([O:50][CH3:51])=[O:49])[C:4]([CH3:47])=[CH:5][C:6]=4[CH2:23][C@H:22]5[OH:24])=[C:18]([OH:28])[C:17]=3[C:16](=[O:29])[CH:15]=2)[O:32][C@@H:33]([CH3:43])[C@@H:34]\1[O:41][CH3:42].